Predict the product of the given reaction. From a dataset of Forward reaction prediction with 1.9M reactions from USPTO patents (1976-2016). (1) Given the reactants Cl.[Cl:2][C:3]1[CH:4]=[C:5]([N:9]2[C:13]([CH2:14][NH2:15])=[CH:12][C:11]([C:16]([F:19])([F:18])[F:17])=[N:10]2)[CH:6]=[CH:7][CH:8]=1.[F:20][C:21]1[CH:22]=[C:23]([NH:32][C:33](=O)[O:34]C2C=CC=CC=2)[CH:24]=[CH:25][C:26]=1[O:27][CH2:28][CH2:29][O:30][CH3:31], predict the reaction product. The product is: [Cl:2][C:3]1[CH:4]=[C:5]([N:9]2[C:13]([CH2:14][NH:15][C:33]([NH:32][C:23]3[CH:24]=[CH:25][C:26]([O:27][CH2:28][CH2:29][O:30][CH3:31])=[C:21]([F:20])[CH:22]=3)=[O:34])=[CH:12][C:11]([C:16]([F:17])([F:18])[F:19])=[N:10]2)[CH:6]=[CH:7][CH:8]=1. (2) Given the reactants [N+:1]([C:4]1[CH:9]=[CH:8][C:7]([CH2:10][CH2:11][CH2:12][CH2:13][OH:14])=[CH:6][CH:5]=1)([O-:3])=[O:2].S([O-])(O)(=O)=O.[Br:20][CH2:21][CH2:22][CH2:23][CH2:24][CH2:25][CH2:26]Br.[OH-].[Na+], predict the reaction product. The product is: [Br:20][CH2:21][CH2:22][CH2:23][CH2:24][CH2:25][CH2:26][O:14][CH2:13][CH2:12][CH2:11][CH2:10][C:7]1[CH:6]=[CH:5][C:4]([N+:1]([O-:3])=[O:2])=[CH:9][CH:8]=1. (3) Given the reactants F[C:2]1[C:3]([N+:15]([O-:17])=[O:16])=[C:4]([C:9]2[N:14]=[CH:13][CH:12]=[CH:11][N:10]=2)[CH:5]=[C:6]([F:8])[CH:7]=1.C([NH2:22])(C)(C)C.O, predict the reaction product. The product is: [F:8][C:6]1[CH:5]=[C:4]([C:9]2[N:14]=[CH:13][CH:12]=[CH:11][N:10]=2)[C:3]([N+:15]([O-:17])=[O:16])=[C:2]([NH2:22])[CH:7]=1. (4) Given the reactants [N+:1]([C:4]1[CH:19]=[CH:18][C:7]2[CH:8]=[CH:9][C:10]3[CH:17]=[CH:16][CH:15]=[CH:14][C:11]=3[NH:12][CH2:13][C:6]=2[CH:5]=1)([O-:3])=[O:2].CCN(CC)CC.Cl[C:28](=[O:36])[CH2:29][CH2:30][CH2:31][C:32]([O:34][CH3:35])=[O:33], predict the reaction product. The product is: [N+:1]([C:4]1[CH:19]=[CH:18][C:7]2[CH:8]=[CH:9][C:10]3[CH:17]=[CH:16][CH:15]=[CH:14][C:11]=3[N:12]([C:28](=[O:36])[CH2:29][CH2:30][CH2:31][C:32]([O:34][CH3:35])=[O:33])[CH2:13][C:6]=2[CH:5]=1)([O-:3])=[O:2]. (5) The product is: [CH2:6]([O:5][C:3]([N:8]1[CH2:9][CH2:10][C:11](=[O:14])[CH:12]([Br:1])[CH2:13]1)=[O:4])[CH3:7]. Given the reactants [Br:1]Br.[C:3]([N:8]1[CH2:13][CH2:12][C:11](=[O:14])[CH2:10][CH2:9]1)([O:5][CH2:6][CH3:7])=[O:4].Br, predict the reaction product. (6) Given the reactants C[O:2][C:3]([C:5]1[CH:14]=[N:13][C:12]2[N:11]3[CH2:15][CH2:16][CH2:17][C@H:10]3[C:9](=[O:18])[NH:8][C:7]=2[CH:6]=1)=O.[H-].[Na+].[H-].[H-].[H-].[H-].[Li+].[Al+3], predict the reaction product. The product is: [OH:2][CH2:3][C:5]1[CH:14]=[N:13][C:12]2[N:11]3[CH2:15][CH2:16][CH2:17][C@H:10]3[C:9](=[O:18])[NH:8][C:7]=2[CH:6]=1. (7) Given the reactants [NH2:1][C@@H:2]1[CH2:7][CH2:6][C@H:5]([N:8]2[C:13](=[O:14])[C:12]3[CH:15]=[C:16]([F:19])[CH:17]=[N:18][C:11]=3[N:10]([C:20]3[CH:21]=[C:22]([C:26]4[CH:31]=[CH:30][C:29]([OH:32])=[CH:28][C:27]=4[CH2:33][N:34]4[CH2:39][CH2:38][O:37][CH2:36][CH2:35]4)[CH:23]=[CH:24][CH:25]=3)[C:9]2=[O:40])[CH2:4][CH2:3]1.[F:41][C:42]1[CH:43]=[CH:44][C:45]2[N:46]([CH:48]=[C:49]([CH:51]=O)[N:50]=2)[CH:47]=1.C(O[BH-](OC(=O)C)OC(=O)C)(=O)C.[Na+], predict the reaction product. The product is: [F:19][C:16]1[CH:17]=[N:18][C:11]2[N:10]([C:20]3[CH:21]=[C:22]([C:26]4[CH:31]=[CH:30][C:29]([OH:32])=[CH:28][C:27]=4[CH2:33][N:34]4[CH2:39][CH2:38][O:37][CH2:36][CH2:35]4)[CH:23]=[CH:24][CH:25]=3)[C:9](=[O:40])[N:8]([C@H:5]3[CH2:6][CH2:7][C@@H:2]([NH:1][CH2:51][C:49]4[N:50]=[C:45]5[CH:44]=[CH:43][C:42]([F:41])=[CH:47][N:46]5[CH:48]=4)[CH2:3][CH2:4]3)[C:13](=[O:14])[C:12]=2[CH:15]=1.